Dataset: Reaction yield outcomes from USPTO patents with 853,638 reactions. Task: Predict the reaction yield, written as a fraction of the theoretical maximum amount of product (1.0 means a 100% yield; for example, 0.34 means a 34% yield). (1) The reactants are C[O:2][C:3]([C:5]1[S:6][C:7]([C:30]2[CH2:35][CH2:34][CH2:33][CH2:32][CH:31]=2)=[CH:8][C:9]=1[N:10]([CH:20]1[CH2:25][CH2:24][N:23]([CH2:26][CH:27]([F:29])[F:28])[CH2:22][CH2:21]1)[C:11]([C@H:13]1[CH2:18][CH2:17][C@H:16]([CH3:19])[CH2:15][CH2:14]1)=[O:12])=[O:4].[Li+].[OH-].O. The catalyst is C1COCC1.O.CO. The product is [C:30]1([C:7]2[S:6][C:5]([C:3]([OH:4])=[O:2])=[C:9]([N:10]([CH:20]3[CH2:21][CH2:22][N:23]([CH2:26][CH:27]([F:28])[F:29])[CH2:24][CH2:25]3)[C:11]([C@H:13]3[CH2:14][CH2:15][C@H:16]([CH3:19])[CH2:17][CH2:18]3)=[O:12])[CH:8]=2)[CH2:35][CH2:34][CH2:33][CH2:32][CH:31]=1. The yield is 0.390. (2) The reactants are [C:1]([C:5]1[CH:10]=[C:9]([Br:11])[C:8]([N+:12]([O-:14])=[O:13])=[CH:7][C:6]=1[OH:15])([CH3:4])([CH3:3])[CH3:2].[C:16]([O-])([O-])=O.[Cs+].[Cs+].CI. The catalyst is CN(C=O)C.O. The product is [C:1]([C:5]1[CH:10]=[C:9]([Br:11])[C:8]([N+:12]([O-:14])=[O:13])=[CH:7][C:6]=1[O:15][CH3:16])([CH3:4])([CH3:2])[CH3:3]. The yield is 0.690. (3) The yield is 0.910. The product is [Cl:1][C:2]1[CH:3]=[C:4]([CH:8]([O:13][Si:20]([CH2:25][CH3:26])([CH2:23][CH3:24])[CH2:21][CH3:22])[CH2:9][N+:10]([O-:12])=[O:11])[CH:5]=[CH:6][CH:7]=1. The reactants are [Cl:1][C:2]1[CH:3]=[C:4]([CH:8]([OH:13])[CH2:9][N+:10]([O-:12])=[O:11])[CH:5]=[CH:6][CH:7]=1.N1C=CN=C1.Cl[Si:20]([CH2:25][CH3:26])([CH2:23][CH3:24])[CH2:21][CH3:22]. The catalyst is CN(C=O)C. (4) The reactants are C(OC(C)C)(=O)[C@H]([C@@H](C(OC(C)C)=O)O)[OH:3].[CH2:17]([OH:24])/[CH:18]=[CH:19]/[CH2:20][CH2:21][CH2:22][CH3:23].C(OO)(C)(C)C.C(O)(=O)[C@@H]([C@H](C(O)=O)O)O. The catalyst is CC(C)[O-].CC(C)[O-].CC(C)[O-].CC(C)[O-].[Ti+4].O.O.O.O.O.O.O.S([O-])([O-])(=O)=O.[Fe+3].S([O-])([O-])(=O)=O.S([O-])([O-])(=O)=O.[Fe+3].C1(C)C=CC=CC=1.ClCCl. The product is [CH2:20]([C@H:19]1[O:3][C@@H:18]1[CH2:17][OH:24])[CH2:21][CH2:22][CH3:23]. The yield is 0.762.